This data is from Catalyst prediction with 721,799 reactions and 888 catalyst types from USPTO. The task is: Predict which catalyst facilitates the given reaction. (1) Reactant: [C:1](/[N:3]=[C:4](\SC)/[NH:5][C:6]1[CH:11]=[C:10]([Cl:12])[C:9]([C:13]2[CH:18]=[CH:17][CH:16]=[CH:15][CH:14]=2)=[C:8]([Cl:19])[CH:7]=1)#[N:2].[NH2:22][NH2:23]. Product: [Cl:12][C:10]1[CH:11]=[C:6]([NH:5][C:4]2[N:3]=[C:1]([NH2:2])[NH:23][N:22]=2)[CH:7]=[C:8]([Cl:19])[C:9]=1[C:13]1[CH:18]=[CH:17][CH:16]=[CH:15][CH:14]=1. The catalyst class is: 8. (2) Reactant: [OH-].[Na+].CO.[F:5][C:6]1[CH:30]=[CH:29][C:9]([NH:10][C:11]2[CH:20]=[C:19]([CH2:21][S:22][C:23]3[CH:28]=[CH:27][CH:26]=[CH:25][CH:24]=3)[CH:18]=[CH:17][C:12]=2[C:13]([O:15]C)=[O:14])=[CH:8][CH:7]=1. Product: [F:5][C:6]1[CH:30]=[CH:29][C:9]([NH:10][C:11]2[CH:20]=[C:19]([CH2:21][S:22][C:23]3[CH:28]=[CH:27][CH:26]=[CH:25][CH:24]=3)[CH:18]=[CH:17][C:12]=2[C:13]([OH:15])=[O:14])=[CH:8][CH:7]=1. The catalyst class is: 7. (3) Reactant: Cl[C:2]1[C:7]([C:8]([C:10]2[N:14]([C:15]3[CH:20]=[CH:19][C:18]([CH2:21][CH3:22])=[CH:17][CH:16]=3)[CH:13]=[N:12][CH:11]=2)=O)=[C:6]([Cl:23])[N:5]=[CH:4][N:3]=1.[CH3:24][NH:25][NH2:26].N1C=CC=CC=1. Product: [Cl:23][C:6]1[N:5]=[CH:4][N:3]=[C:2]2[N:25]([CH3:24])[N:26]=[C:8]([C:10]3[N:14]([C:15]4[CH:20]=[CH:19][C:18]([CH2:21][CH3:22])=[CH:17][CH:16]=4)[CH:13]=[N:12][CH:11]=3)[C:7]=12. The catalyst class is: 10. (4) Reactant: [CH:1]1([CH2:7][NH:8][C:9]([C:11]2[CH:16]=[CH:15][C:14]([NH:17]C(=O)OC(C)(C)C)=[CH:13][CH:12]=2)=[O:10])[CH2:6][CH2:5][CH2:4][CH2:3][CH2:2]1.C(Cl)Cl.FC(F)(F)C(O)=O. Product: [NH2:17][C:14]1[CH:13]=[CH:12][C:11]([C:9]([NH:8][CH2:7][CH:1]2[CH2:6][CH2:5][CH2:4][CH2:3][CH2:2]2)=[O:10])=[CH:16][CH:15]=1. The catalyst class is: 144. (5) Reactant: [OH:1][C:2]1[CH:3]=[C:4]([CH:7]=[CH:8][C:9]=1[OH:10])[CH:5]=[O:6].C(=O)([O-])[O-].[K+].[K+].[CH:17]1(Br)[CH2:21][CH2:20][CH2:19][CH2:18]1.Cl. Product: [CH:17]1([O:10][C:9]2[CH:8]=[CH:7][C:4]([CH:5]=[O:6])=[CH:3][C:2]=2[OH:1])[CH2:21][CH2:20][CH2:19][CH2:18]1. The catalyst class is: 18. (6) Reactant: [CH3:1][O:2][C:3]1[C:4]([CH3:34])=[C:5]([C:12]([C:14]2[CH:15]=[C:16]3[C:21](=[CH:22][CH:23]=2)[N:20](CC=C)[C:19]([CH3:27])=[C:18]([C:28]([O:30][CH2:31][CH3:32])=[O:29])[C:17]3=[O:33])=[O:13])[N:6]2[C:11]=1[CH:10]=[CH:9][CH:8]=[CH:7]2. Product: [CH3:1][O:2][C:3]1[C:4]([CH3:34])=[C:5]([C:12]([C:14]2[CH:15]=[C:16]3[C:21](=[CH:22][CH:23]=2)[NH:20][C:19]([CH3:27])=[C:18]([C:28]([O:30][CH2:31][CH3:32])=[O:29])[C:17]3=[O:33])=[O:13])[N:6]2[C:11]=1[CH:10]=[CH:9][CH:8]=[CH:7]2. The catalyst class is: 6. (7) Reactant: [CH3:1][C@@:2]1([C:16]([O:18][CH3:19])=[O:17])[CH2:6][C:5]([CH3:8])([CH3:7])[CH2:4][N:3]1C(OC(C)(C)C)=O.C(O)(C(F)(F)F)=O. Product: [CH3:1][C@@:2]1([C:16]([O:18][CH3:19])=[O:17])[CH2:6][C:5]([CH3:7])([CH3:8])[CH2:4][NH:3]1. The catalyst class is: 2.